From a dataset of Full USPTO retrosynthesis dataset with 1.9M reactions from patents (1976-2016). Predict the reactants needed to synthesize the given product. (1) Given the product [Br:32][C:19]1[S:20][C:16]([C:14]2[CH:13]=[C:12]([NH:21][C:22]3[N:27]=[C:26]([C:28]([F:29])([F:31])[F:30])[CH:25]=[CH:24][N:23]=3)[CH:11]=[C:10]([CH3:9])[CH:15]=2)=[CH:17][N:18]=1, predict the reactants needed to synthesize it. The reactants are: C([N-]C(C)C)(C)C.[Li+].[CH3:9][C:10]1[CH:11]=[C:12]([NH:21][C:22]2[N:27]=[C:26]([C:28]([F:31])([F:30])[F:29])[CH:25]=[CH:24][N:23]=2)[CH:13]=[C:14]([C:16]2[S:20][CH:19]=[N:18][CH:17]=2)[CH:15]=1.[Br:32]Br. (2) Given the product [CH:1]12[CH2:7][CH:4]([CH2:5][CH2:6]1)[CH2:3][CH:2]2[N:8]1[C:11](=[O:12])[C:10]([CH3:14])([CH3:13])[N:9]1[CH2:18][C:17]1[CH:20]=[C:21]([Cl:24])[CH:22]=[CH:23][C:16]=1[Cl:15], predict the reactants needed to synthesize it. The reactants are: [CH:1]12[CH2:7][CH:4]([CH2:5][CH2:6]1)[CH2:3][CH:2]2[N:8]1[C:11](=[O:12])[C:10]([CH3:14])([CH3:13])[NH:9]1.[Cl:15][C:16]1[CH:23]=[CH:22][C:21]([Cl:24])=[CH:20][C:17]=1[CH2:18]Br. (3) Given the product [Cl:15][C:7]1[C:6]([F:16])=[N:13][CH:12]=[C:11]([Cl:14])[C:8]=1[C:9]#[N:10], predict the reactants needed to synthesize it. The reactants are: N([O-])=O.[Na+].N[C:6]1[C:7]([Cl:15])=[C:8]([C:11]([Cl:14])=[CH:12][N:13]=1)[C:9]#[N:10].[F:16][B-](F)(F)F.[H+]. (4) Given the product [C:1]([O:5][C:6]([NH:8][C@@H:9]1[CH2:13][CH2:12][C@H:11]([NH:36][C:39](=[O:24])[O:48][CH2:41][C:42]2[CH:47]=[CH:46][CH:45]=[CH:44][CH:43]=2)[CH2:10]1)=[O:7])([CH3:2])([CH3:3])[CH3:4], predict the reactants needed to synthesize it. The reactants are: [C:1]([O:5][C:6]([NH:8][C@@H:9]1[CH2:13][CH2:12][C@H:11](C(O)=O)[CH2:10]1)=[O:7])([CH3:4])([CH3:3])[CH3:2].C1(P(N=[N+]=[N-])(C2C=CC=CC=2)=[O:24])C=CC=CC=1.C([N:36]([CH2:39]C)CC)C.[CH2:41]([OH:48])[C:42]1[CH:47]=[CH:46][CH:45]=[CH:44][CH:43]=1.